The task is: Regression. Given two drug SMILES strings and cell line genomic features, predict the synergy score measuring deviation from expected non-interaction effect.. This data is from NCI-60 drug combinations with 297,098 pairs across 59 cell lines. Drug 1: CC1=C2C(C(=O)C3(C(CC4C(C3C(C(C2(C)C)(CC1OC(=O)C(C(C5=CC=CC=C5)NC(=O)OC(C)(C)C)O)O)OC(=O)C6=CC=CC=C6)(CO4)OC(=O)C)OC)C)OC. Drug 2: C1=CC=C(C(=C1)C(C2=CC=C(C=C2)Cl)C(Cl)Cl)Cl. Cell line: ACHN. Synergy scores: CSS=38.2, Synergy_ZIP=2.61, Synergy_Bliss=1.58, Synergy_Loewe=-22.1, Synergy_HSA=2.10.